Regression. Given a peptide amino acid sequence and an MHC pseudo amino acid sequence, predict their binding affinity value. This is MHC class II binding data. From a dataset of Peptide-MHC class II binding affinity with 134,281 pairs from IEDB. (1) The peptide sequence is MGKATTEEQKLIEDV. The MHC is HLA-DPA10201-DPB10501 with pseudo-sequence HLA-DPA10201-DPB10501. The binding affinity (normalized) is 0.0387. (2) The peptide sequence is LTSAVIEALPRNMVI. The MHC is DRB1_0101 with pseudo-sequence DRB1_0101. The binding affinity (normalized) is 0.643. (3) The peptide sequence is IGSFFYFPSIGMQRT. The MHC is DRB1_0901 with pseudo-sequence DRB1_0901. The binding affinity (normalized) is 0.897.